From a dataset of Reaction yield outcomes from USPTO patents with 853,638 reactions. Predict the reaction yield, written as a fraction of the theoretical maximum amount of product (1.0 means a 100% yield; for example, 0.34 means a 34% yield). The reactants are Cl[S:2]([N:5]=C=O)(=[O:4])=[O:3].C(O)(C)(C)C.C(N(CC)CC)C.Cl.[F:21][C:22]1[CH:27]=[CH:26][C:25](/[CH:28]=[CH:29]/[C:30]2[CH:35]=[CH:34][C:33]([S:36]([C:39]3[CH:40]=[C:41]([NH2:45])[CH:42]=[CH:43][CH:44]=3)(=[O:38])=[O:37])=[CH:32][CH:31]=2)=[CH:24][CH:23]=1. The catalyst is ClCCl. The product is [F:21][C:22]1[CH:23]=[CH:24][C:25](/[CH:28]=[CH:29]/[C:30]2[CH:31]=[CH:32][C:33]([S:36]([C:39]3[CH:40]=[C:41]([NH:45][S:2]([NH2:5])(=[O:4])=[O:3])[CH:42]=[CH:43][CH:44]=3)(=[O:38])=[O:37])=[CH:34][CH:35]=2)=[CH:26][CH:27]=1. The yield is 0.360.